Dataset: Catalyst prediction with 721,799 reactions and 888 catalyst types from USPTO. Task: Predict which catalyst facilitates the given reaction. (1) Reactant: [H-].[Na+].ClC1C2N=C(CC(F)(F)F)[N:9](Cl)C=2C=CC=1.[Cl:19][C:20]1[CH:21]=[C:22]2[C:26](=[CH:27][C:28]=1[Cl:29])[NH:25][C:24]([CH2:30][C:31]([F:34])([F:33])[F:32])=C2.[F:35][C:36]1[CH:37]=[C:38]([CH:41]=[CH:42][CH:43]=1)[CH2:39]Br.[NH4+].[Cl-]. Product: [Cl:29][C:28]1[C:20]([Cl:19])=[CH:21][C:22]2[N:9]([CH2:39][C:38]3[CH:41]=[CH:42][CH:43]=[C:36]([F:35])[CH:37]=3)[C:24]([CH2:30][C:31]([F:32])([F:33])[F:34])=[N:25][C:26]=2[CH:27]=1. The catalyst class is: 3. (2) Reactant: [Cl:1][C:2]1[CH:10]=[C:9]2[C:5]([CH2:6][O:7][C:8]2=[O:11])=[C:4]([N+:12]([O-])=O)[CH:3]=1.[H][H]. Product: [NH2:12][C:4]1[CH:3]=[C:2]([Cl:1])[CH:10]=[C:9]2[C:5]=1[CH2:6][O:7][C:8]2=[O:11]. The catalyst class is: 99. (3) Reactant: Cl.Cl.[NH2:3][CH2:4][CH2:5][N:6]1[C:14]2[C:13]([NH:15][C:16]3[CH:17]=[C:18]4[C:22](=[CH:23][CH:24]=3)[N:21]([CH2:25][C:26]3[N:27]=[CH:28][S:29][CH:30]=3)[CH:20]=[CH:19]4)=[N:12][CH:11]=[N:10][C:9]=2[CH:8]=[CH:7]1.[OH:31][C:32]([CH3:38])([CH3:37])[CH2:33][C:34](O)=[O:35].ON1C2C=CC=CC=2N=N1.Cl.C(N=C=NCCCN(C)C)C. Product: [OH:31][C:32]([CH3:38])([CH3:37])[CH2:33][C:34]([NH:3][CH2:4][CH2:5][N:6]1[C:14]2[C:13]([NH:15][C:16]3[CH:17]=[C:18]4[C:22](=[CH:23][CH:24]=3)[N:21]([CH2:25][C:26]3[N:27]=[CH:28][S:29][CH:30]=3)[CH:20]=[CH:19]4)=[N:12][CH:11]=[N:10][C:9]=2[CH:8]=[CH:7]1)=[O:35]. The catalyst class is: 289.